Dataset: Full USPTO retrosynthesis dataset with 1.9M reactions from patents (1976-2016). Task: Predict the reactants needed to synthesize the given product. (1) Given the product [Br:1][C:2]1[CH:3]=[C:4]([N:8]2[C:16]3[CH:15]=[C:14]([O:23][CH3:22])[N:13]=[CH:12][C:11]=3[C:10]([C:18]([OH:20])=[O:19])=[N:9]2)[CH:5]=[CH:6][CH:7]=1, predict the reactants needed to synthesize it. The reactants are: [Br:1][C:2]1[CH:3]=[C:4]([N:8]2[C:16]3[CH:15]=[C:14](Cl)[N:13]=[CH:12][C:11]=3[C:10]([C:18]([O:20]C)=[O:19])=[N:9]2)[CH:5]=[CH:6][CH:7]=1.[CH3:22][O-:23].[Na+].[OH-].[Na+]. (2) Given the product [O:13]=[C:11]1[CH2:10][CH2:9][O:8][C@H:3]([C:4]([O:6][CH3:7])=[O:5])[CH2:2][NH:1]1, predict the reactants needed to synthesize it. The reactants are: [NH2:1][CH2:2][C@H:3]([O:8][CH2:9][CH2:10][C:11]([O:13]C)=O)[C:4]([O:6][CH3:7])=[O:5]. (3) Given the product [C:27]([O:31][C:32](=[O:47])[NH:33][C@H:34]1[C@H:38]([C:39]2[CH:44]=[CH:43][C:42]([F:45])=[CH:41][C:40]=2[F:46])[CH2:37][N:36]([C:2]2[N:7]=[CH:6][C:5]([O:8][CH2:9][CH2:10][C@H:11]([CH:13]3[CH2:18][CH2:17][N:16]([C:19]4[O:23][N:22]=[C:21]([CH:24]([CH3:26])[CH3:25])[N:20]=4)[CH2:15][CH2:14]3)[CH3:12])=[CH:4][N:3]=2)[CH2:35]1)([CH3:30])([CH3:28])[CH3:29], predict the reactants needed to synthesize it. The reactants are: Cl[C:2]1[N:7]=[CH:6][C:5]([O:8][CH2:9][CH2:10][C@H:11]([CH:13]2[CH2:18][CH2:17][N:16]([C:19]3[O:23][N:22]=[C:21]([CH:24]([CH3:26])[CH3:25])[N:20]=3)[CH2:15][CH2:14]2)[CH3:12])=[CH:4][N:3]=1.[C:27]([O:31][C:32](=[O:47])[NH:33][C@H:34]1[C@H:38]([C:39]2[CH:44]=[CH:43][C:42]([F:45])=[CH:41][C:40]=2[F:46])[CH2:37][NH:36][CH2:35]1)([CH3:30])([CH3:29])[CH3:28].C1CCN2C(=NCCC2)CC1. (4) Given the product [F:13][C:12]([F:15])([F:14])[O:11][C:8]1[CH:9]=[CH:10][C:5]([C:3]2[N:16]=[C:17]([C:18]([O:20][CH2:21][CH3:22])=[O:19])[S:23][CH:2]=2)=[CH:6][CH:7]=1, predict the reactants needed to synthesize it. The reactants are: Br[CH2:2][C:3]([C:5]1[CH:10]=[CH:9][C:8]([O:11][C:12]([F:15])([F:14])[F:13])=[CH:7][CH:6]=1)=O.[NH2:16][C:17](=[S:23])[C:18]([O:20][CH2:21][CH3:22])=[O:19]. (5) Given the product [O:14]=[C:11]1[C:10]2[CH:15]=[CH:16][C:7]([CH2:6][CH:2]=[O:1])=[CH:8][C:9]=2[CH2:13][O:12]1, predict the reactants needed to synthesize it. The reactants are: [O:1]1CCO[CH:2]1[CH2:6][C:7]1[CH:16]=[CH:15][C:10]2[C:11](=[O:14])[O:12][CH2:13][C:9]=2[CH:8]=1. (6) Given the product [Cl:13][C:5]1[C:4]2[C:9](=[CH:10][CH:11]=[C:2]([NH:18][CH2:17][C:16]3[C:19]([F:23])=[CH:20][CH:21]=[CH:22][C:15]=3[Cl:14])[CH:3]=2)[C:8](=[O:12])[NH:7][N:6]=1, predict the reactants needed to synthesize it. The reactants are: Br[C:2]1[CH:3]=[C:4]2[C:9](=[CH:10][CH:11]=1)[C:8](=[O:12])[NH:7][N:6]=[C:5]2[Cl:13].[Cl:14][C:15]1[CH:22]=[CH:21][CH:20]=[C:19]([F:23])[C:16]=1[CH2:17][NH2:18].C1C=CC(P(C2C(C3C(P(C4C=CC=CC=4)C4C=CC=CC=4)=CC=C4C=3C=CC=C4)=C3C(C=CC=C3)=CC=2)C2C=CC=CC=2)=CC=1.CC([O-])(C)C.[Na+]. (7) Given the product [NH2:20][C:17]1[CH:18]=[CH:19][C:14]([O:13][C:11]2[CH:10]=[CH:9][C:8]([F:23])=[C:7]([NH:6][C:4](=[O:5])[C:3]3[CH:24]=[CH:25][CH:26]=[C:27]([C:28]4([C:31]#[N:32])[CH2:29][CH2:30]4)[C:2]=3[Cl:1])[CH:12]=2)=[N:15][CH:16]=1, predict the reactants needed to synthesize it. The reactants are: [Cl:1][C:2]1[C:27]([C:28]2([C:31]#[N:32])[CH2:30][CH2:29]2)=[CH:26][CH:25]=[CH:24][C:3]=1[C:4]([NH:6][C:7]1[CH:12]=[C:11]([O:13][C:14]2[CH:19]=[CH:18][C:17]([N+:20]([O-])=O)=[CH:16][N:15]=2)[CH:10]=[CH:9][C:8]=1[F:23])=[O:5].[Cl-].[Ca+2].[Cl-].O.[OH-].[Na+].